From a dataset of Forward reaction prediction with 1.9M reactions from USPTO patents (1976-2016). Predict the product of the given reaction. (1) Given the reactants Cl.Cl.[CH2:3]1[O:18][C:17]2[CH:16]=[CH:15][C:7]([CH2:8][CH:9]3[CH2:14][NH:13][CH2:12][CH2:11][NH:10]3)=[CH:6][C:5]=2[O:4]1.C(=O)([O-])[O-].[K+].[K+].Cl.Cl[CH2:27][C:28]#[C:29][CH2:30][N:31]1[CH2:36][CH2:35][O:34][CH2:33][C:32]1([CH3:38])[CH3:37].[F:39][C:40]([F:55])([F:54])[C:41]1[CH:42]=[C:43]([CH:47]=[C:48]([C:50]([F:53])([F:52])[F:51])[CH:49]=1)[C:44](Cl)=[O:45], predict the reaction product. The product is: [F:39][C:40]([F:54])([F:55])[C:41]1[CH:42]=[C:43]([CH:47]=[C:48]([C:50]([F:53])([F:51])[F:52])[CH:49]=1)[C:44]([N:10]1[CH2:11][CH2:12][N:13]([CH2:27][C:28]#[C:29][CH2:30][N:31]2[CH2:36][CH2:35][O:34][CH2:33][C:32]2([CH3:38])[CH3:37])[CH2:14][CH:9]1[CH2:8][C:7]1[CH:15]=[CH:16][C:17]2[O:18][CH2:3][O:4][C:5]=2[CH:6]=1)=[O:45]. (2) The product is: [C:1]12([CH2:11][S:12]([OH:15])(=[O:13])=[O:14])[C:8]([CH3:10])([CH3:9])[CH:5]([CH2:6][CH2:7]1)[CH2:4][C:2]2=[O:3].[Cl:16][C:17]1[CH:22]=[CH:21][CH:20]=[CH:19][C:18]=1[C@H:23]([N:28]1[CH2:33][CH2:32][C:31]2[S:34][CH:35]=[CH:36][C:30]=2[CH2:29]1)[C:24]([O:26][CH3:27])=[O:25]. Given the reactants [C:1]12([CH2:11][S:12]([OH:15])(=[O:14])=[O:13])[C:8]([CH3:10])([CH3:9])[CH:5]([CH2:6][CH2:7]1)[CH2:4][C:2]2=[O:3].[Cl:16][C:17]1[CH:22]=[CH:21][CH:20]=[CH:19][C:18]=1[CH:23]([N:28]1[CH2:33][CH2:32][C:31]2[S:34][CH:35]=[CH:36][C:30]=2[CH2:29]1)[C:24]([O:26][CH3:27])=[O:25], predict the reaction product. (3) Given the reactants [Li+].CC([N-]C(C)C)C.[F:9][C:10]1[CH:15]=[C:14]([S:16][CH3:17])[CH:13]=[CH:12][C:11]=1[NH2:18].Cl[C:20]1[C:28]([C:29]([OH:31])=[O:30])=[C:27]2[N:23]([CH2:24][CH2:25][CH2:26]2)[C:22](=[O:32])[C:21]=1[F:33], predict the reaction product. The product is: [F:33][C:21]1[C:22](=[O:32])[N:23]2[C:27](=[C:28]([C:29]([OH:31])=[O:30])[C:20]=1[NH:18][C:11]1[CH:12]=[CH:13][C:14]([S:16][CH3:17])=[CH:15][C:10]=1[F:9])[CH2:26][CH2:25][CH2:24]2. (4) Given the reactants [C:1]([OH:6])(=[O:5])[CH:2]([CH3:4])[OH:3], predict the reaction product. The product is: [C:1]([OH:6])(=[O:5])[CH:2]=[CH2:4].[C:1]([OH:6])(=[O:5])[CH:2]([CH3:4])[OH:3]. (5) Given the reactants O=C[C@@H]([C@H]([C@@H]([C@@H](CO)O)O)O)O.S([O-])([O-])(=O)=O.[NH4+].[NH4+].OP([O-])(O)=O.[K+].OP([O-])([O-])=O.[K+].[K+].[Cl-].[Cl-].[Ca+2].C1[N:41]([CH2:42][CH2:43][CH2:44]S(O)(=O)=O)CCOC1.[C:49]([OH:59])(=[O:58])C1C=CC(O)=C(O)C=1.[OH:60][C:61](CCCC[C@H]1[C@@H]2[C@@H](NC(N2)=O)CS1)=[O:62].[OH-].[Na+], predict the reaction product. The product is: [NH2:41][C@H:42]([C:49]([OH:59])=[O:58])[CH2:43][CH2:44][C:61]([OH:62])=[O:60]. (6) Given the reactants [N+:1]([C:4]1[CH:25]=[CH:24][C:7]([CH2:8][O:9][C:10]([C:12]2[N:13]=[C:14]([N:17]3[CH2:22][CH2:21][CH:20]([OH:23])[CH2:19][CH2:18]3)[S:15][CH:16]=2)=[O:11])=[CH:6][CH:5]=1)([O-:3])=[O:2].[CH3:26][S:27](Cl)(=[O:29])=[O:28].C(N(CC)CC)C, predict the reaction product. The product is: [CH3:26][S:27]([O:23][CH:20]1[CH2:21][CH2:22][N:17]([C:14]2[S:15][CH:16]=[C:12]([C:10]([O:9][CH2:8][C:7]3[CH:24]=[CH:25][C:4]([N+:1]([O-:3])=[O:2])=[CH:5][CH:6]=3)=[O:11])[N:13]=2)[CH2:18][CH2:19]1)(=[O:29])=[O:28]. (7) The product is: [CH3:28][S:27][C:21]1[N:22]=[C:23]([N:15]2[C:16]3[C:12](=[C:11]([N+:8]([O-:10])=[O:9])[CH:19]=[CH:18][CH:17]=3)[CH:13]=[CH:14]2)[CH:30]=[CH:29][N:31]=1. Given the reactants CC(C)=O.C(=O)=O.[N+:8]([C:11]1[CH:19]=[CH:18][CH:17]=[C:16]2[C:12]=1[CH:13]=[CH:14][NH:15]2)([O-:10])=[O:9].Cl[C:21]1([S:27][CH3:28])C=CN=[CH:23][NH:22]1.[C:29](#[N:31])[CH3:30].C1COCC1, predict the reaction product. (8) Given the reactants [CH2:1]1[CH2:7][NH:6][CH2:5][CH2:4][C:3]2[O:8][C:9]3[CH:14]=[C:13]([N:15]4[CH:20]=[CH:19][C:18]([O:21][CH2:22][C:23]5[CH:24]=[N:25][C:26]([C:29]([F:32])([F:31])[F:30])=[CH:27][CH:28]=5)=[CH:17][C:16]4=[O:33])[CH:12]=[CH:11][C:10]=3[C:2]1=2.[ClH:34].CCOCC, predict the reaction product. The product is: [ClH:34].[CH2:1]1[CH2:7][NH:6][CH2:5][CH2:4][C:3]2[O:8][C:9]3[CH:14]=[C:13]([N:15]4[CH:20]=[CH:19][C:18]([O:21][CH2:22][C:23]5[CH:24]=[N:25][C:26]([C:29]([F:31])([F:30])[F:32])=[CH:27][CH:28]=5)=[CH:17][C:16]4=[O:33])[CH:12]=[CH:11][C:10]=3[C:2]1=2. (9) Given the reactants [F:1][C:2]1[CH:3]=[CH:4][C:5]([NH:8][NH:9][C:10](=O)[CH:11]([CH3:13])[CH3:12])=[N:6][CH:7]=1.C1(P(C2C=CC=CC=2)C2C=CC=CC=2)C=CC=CC=1.C(N(CC)CC)C.ClC(Cl)(Cl)C(Cl)(Cl)Cl, predict the reaction product. The product is: [F:1][C:2]1[CH:3]=[CH:4][C:5]2[N:6]([C:10]([CH:11]([CH3:13])[CH3:12])=[N:9][N:8]=2)[CH:7]=1. (10) The product is: [CH2:4]([N:11]1[CH2:20][CH2:19][C:18]2[C:17]([NH:24][C:25]3[CH:30]=[CH:29][C:28]([C:31]([F:32])([F:33])[F:34])=[CH:27][CH:26]=3)=[N:16][C:15]([S:22][CH3:23])=[N:14][C:13]=2[CH2:12]1)[C:5]1[CH:10]=[CH:9][CH:8]=[CH:7][CH:6]=1. Given the reactants [I-].[Na+].I.[CH2:4]([N:11]1[CH2:20][CH2:19][C:18]2[C:17](Cl)=[N:16][C:15]([S:22][CH3:23])=[N:14][C:13]=2[CH2:12]1)[C:5]1[CH:10]=[CH:9][CH:8]=[CH:7][CH:6]=1.[NH2:24][C:25]1[CH:30]=[CH:29][C:28]([C:31]([F:34])([F:33])[F:32])=[CH:27][CH:26]=1, predict the reaction product.